Dataset: PAMPA (Parallel Artificial Membrane Permeability Assay) permeability data from NCATS. Task: Regression/Classification. Given a drug SMILES string, predict its absorption, distribution, metabolism, or excretion properties. Task type varies by dataset: regression for continuous measurements (e.g., permeability, clearance, half-life) or binary classification for categorical outcomes (e.g., BBB penetration, CYP inhibition). Dataset: pampa_ncats. (1) The molecule is CC1=CC=CC=C1S(=O)(=O)N2CCCC(C2)CCC(=O)NCCN(C)C3CCCCC3. The result is 1 (high permeability). (2) The drug is CCOC1=CC=CC=C1N(CC(=O)N2CCOCC2)S(=O)(=O)C3=CC=C(C=C3)SC. The result is 1 (high permeability). (3) The molecule is CN(C)C(=O)C1CCN(CC1)C2=NC(=CS2)C3=CC=C(C=C3)Br. The result is 1 (high permeability). (4) The compound is CC1=C(C(N=C(N1)NC2=NC3=CC=CC=C3O2)C4=NN(C=C4Cl)C)C(=O)NC5=NN=C(S5)C6=CC=CC=C6. The result is 1 (high permeability). (5) The molecule is CN1CCC(=CC1)C2=NC3=CC=CC=C3C(=N2)NC4=CC(=C(C=C4)F)F. The result is 1 (high permeability). (6) The compound is CCOC(=O)N1CCN(CC1)CC2=NC3=C(N2C(C)C)C=CC(=C3)NC(=O)CC(C)C. The result is 1 (high permeability). (7) The drug is CC1=CC=C(C=C1)OCCN2C3=CC=CC=C3N=C2CCNC(=O)C4=CC=CC=C4Br. The result is 1 (high permeability). (8) The molecule is COC1=CC=CC(=C1)C(=O)NC2=NN=C(S2)S(=O)(=O)N3CCOCC3. The result is 1 (high permeability).